This data is from NCI-60 drug combinations with 297,098 pairs across 59 cell lines. The task is: Regression. Given two drug SMILES strings and cell line genomic features, predict the synergy score measuring deviation from expected non-interaction effect. Drug 1: CC1=C(N=C(N=C1N)C(CC(=O)N)NCC(C(=O)N)N)C(=O)NC(C(C2=CN=CN2)OC3C(C(C(C(O3)CO)O)O)OC4C(C(C(C(O4)CO)O)OC(=O)N)O)C(=O)NC(C)C(C(C)C(=O)NC(C(C)O)C(=O)NCCC5=NC(=CS5)C6=NC(=CS6)C(=O)NCCC[S+](C)C)O. Drug 2: CN1C2=C(C=C(C=C2)N(CCCl)CCCl)N=C1CCCC(=O)O.Cl. Cell line: HL-60(TB). Synergy scores: CSS=9.68, Synergy_ZIP=-4.81, Synergy_Bliss=-1.60, Synergy_Loewe=1.39, Synergy_HSA=2.92.